This data is from Peptide-MHC class I binding affinity with 185,985 pairs from IEDB/IMGT. The task is: Regression. Given a peptide amino acid sequence and an MHC pseudo amino acid sequence, predict their binding affinity value. This is MHC class I binding data. (1) The peptide sequence is LVEYGTVVNK. The MHC is HLA-A11:01 with pseudo-sequence HLA-A11:01. The binding affinity (normalized) is 0.625. (2) The peptide sequence is FMFDYIPPV. The MHC is HLA-A02:19 with pseudo-sequence HLA-A02:19. The binding affinity (normalized) is 1.00. (3) The peptide sequence is PTWLGAAITL. The MHC is HLA-A02:03 with pseudo-sequence HLA-A02:03. The binding affinity (normalized) is 0.361. (4) The peptide sequence is SEQEVSRVL. The MHC is HLA-B18:01 with pseudo-sequence HLA-B18:01. The binding affinity (normalized) is 0.261. (5) The peptide sequence is GRNNRRSL. The MHC is Mamu-B08 with pseudo-sequence Mamu-B08. The binding affinity (normalized) is 0.569. (6) The peptide sequence is DEIMRMCHEG. The MHC is H-2-Db with pseudo-sequence H-2-Db. The binding affinity (normalized) is 0. (7) The peptide sequence is MRYTCLNSEK. The MHC is HLA-A31:01 with pseudo-sequence HLA-A31:01. The binding affinity (normalized) is 0.212.